From a dataset of Catalyst prediction with 721,799 reactions and 888 catalyst types from USPTO. Predict which catalyst facilitates the given reaction. (1) Reactant: [F:1][CH2:2][CH:3]([C:10]1[CH:15]=[CH:14][CH:13]=[CH:12][CH:11]=1)[CH2:4][C:5]([O:7]CC)=[O:6].[OH-].[Li+].O.Cl. Product: [F:1][CH2:2][CH:3]([C:10]1[CH:15]=[CH:14][CH:13]=[CH:12][CH:11]=1)[CH2:4][C:5]([OH:7])=[O:6]. The catalyst class is: 5. (2) Reactant: [CH2:1]([N:8]1[CH2:12][C@H:11]([C:13]2[CH:18]=[CH:17][C:16]([Cl:19])=[C:15]([Cl:20])[CH:14]=2)[C@@H:10]([C@H:21]([OH:31])[CH2:22][O:23][Si:24]([C:27]([CH3:30])([CH3:29])[CH3:28])([CH3:26])[CH3:25])[CH2:9]1)[C:2]1[CH:7]=[CH:6][CH:5]=[CH:4][CH:3]=1.C1C=CC(P(C2C=CC=CC=2)C2C=CC=CC=2)=CC=1.[Cl:51][C:52]1[CH:53]=[CH:54][C:55](O)=[N:56][CH:57]=1.C1C=CC(COC(/N=N/C(OCC2C=CC=CC=2)=O)=O)=CC=1. Product: [CH2:1]([N:8]1[CH2:12][C@H:11]([C:13]2[CH:18]=[CH:17][C:16]([Cl:19])=[C:15]([Cl:20])[CH:14]=2)[C@@H:10]([C@@H:21]([O:31][C:55]2[CH:54]=[CH:53][C:52]([Cl:51])=[CH:57][N:56]=2)[CH2:22][O:23][Si:24]([C:27]([CH3:28])([CH3:30])[CH3:29])([CH3:26])[CH3:25])[CH2:9]1)[C:2]1[CH:7]=[CH:6][CH:5]=[CH:4][CH:3]=1. The catalyst class is: 56. (3) Product: [CH3:1][O:2][C:3]1[N:8]=[C:7]2[S:12][C:10]([NH2:11])=[N:9][C:6]2=[CH:5][CH:4]=1. The catalyst class is: 52. Reactant: [CH3:1][O:2][C:3]1[N:8]=[CH:7][C:6]([NH2:9])=[CH:5][CH:4]=1.[C:10]([S-:12])#[N:11].[K+].BrBr. (4) Reactant: [Cl:1][C:2]1[C:3]([O:16][C:17]2[CH:22]=[CH:21][C:20]([O:23][C:24]([F:27])([F:26])[F:25])=[C:19]([Cl:28])[CH:18]=2)=[CH:4][C:5]([F:15])=[C:6]([CH:14]=1)[C:7]([O:9]C(C)(C)C)=[O:8].FC(F)(F)C(O)=O. Product: [Cl:1][C:2]1[C:3]([O:16][C:17]2[CH:22]=[CH:21][C:20]([O:23][C:24]([F:25])([F:26])[F:27])=[C:19]([Cl:28])[CH:18]=2)=[CH:4][C:5]([F:15])=[C:6]([CH:14]=1)[C:7]([OH:9])=[O:8]. The catalyst class is: 4.